Task: Regression/Classification. Given a drug SMILES string, predict its absorption, distribution, metabolism, or excretion properties. Task type varies by dataset: regression for continuous measurements (e.g., permeability, clearance, half-life) or binary classification for categorical outcomes (e.g., BBB penetration, CYP inhibition). For this dataset (lipophilicity_astrazeneca), we predict Y.. Dataset: Experimental lipophilicity measurements (octanol/water distribution) for 4,200 compounds from AstraZeneca The compound is CC(=O)c1cc2ccc(O)cc2oc1=O. The Y is 0.870 logD.